This data is from Peptide-MHC class II binding affinity with 134,281 pairs from IEDB. The task is: Regression. Given a peptide amino acid sequence and an MHC pseudo amino acid sequence, predict their binding affinity value. This is MHC class II binding data. (1) The peptide sequence is YILLKKILSSRFNQM. The MHC is DRB1_0802 with pseudo-sequence DRB1_0802. The binding affinity (normalized) is 0.733. (2) The peptide sequence is ANDKFTVFEAAFNDA. The MHC is HLA-DPA10201-DPB10501 with pseudo-sequence HLA-DPA10201-DPB10501. The binding affinity (normalized) is 0.345. (3) The peptide sequence is DGYFLKIKVTAASPM. The MHC is HLA-DQA10401-DQB10402 with pseudo-sequence HLA-DQA10401-DQB10402. The binding affinity (normalized) is 0.491. (4) The peptide sequence is TESWIVDRQWAQDLT. The MHC is DRB1_0901 with pseudo-sequence DRB1_0901. The binding affinity (normalized) is 0.331. (5) The peptide sequence is VTQFHPPHIEIQMLKNG. The MHC is H-2-IAd with pseudo-sequence H-2-IAd. The binding affinity (normalized) is 0. (6) The peptide sequence is KRIAKAVNEKSCNCL. The MHC is DRB1_0401 with pseudo-sequence DRB1_0401. The binding affinity (normalized) is 0.307. (7) The peptide sequence is GEWQIVDKIDAAFKI. The MHC is DRB1_1501 with pseudo-sequence DRB1_1501. The binding affinity (normalized) is 0.572.